Dataset: Forward reaction prediction with 1.9M reactions from USPTO patents (1976-2016). Task: Predict the product of the given reaction. (1) Given the reactants [C:1]1([CH3:15])[CH:6]=[CH:5][CH:4]=[C:3]([NH:7][C:8]2[CH:13]=[CH:12][C:11]([NH2:14])=[CH:10][CH:9]=2)[CH:2]=1.Cl[C:17]1[C:18]2[S:25][C:24]([C:26]3[CH:31]=[CH:30][CH:29]=[CH:28][CH:27]=3)=[CH:23][C:19]=2[N:20]=[CH:21][N:22]=1, predict the reaction product. The product is: [C:26]1([C:24]2[S:25][C:18]3[C:17]([NH:14][C:11]4[CH:12]=[CH:13][C:8]([NH:7][C:3]5[CH:2]=[C:1]([CH3:15])[CH:6]=[CH:5][CH:4]=5)=[CH:9][CH:10]=4)=[N:22][CH:21]=[N:20][C:19]=3[CH:23]=2)[CH:27]=[CH:28][CH:29]=[CH:30][CH:31]=1. (2) Given the reactants [CH2:1]1[CH:5]2[CH2:6][C:7](=[O:8])[CH:3]([CH2:4]2)[CH2:2]1.C([N-]C(C)C)(C)C.[Li+].[CH:17]1([C:20]2[NH:24][C:23]3[C:25]([C:36]([C:38]4[CH:43]=[CH:42][CH:41]=[CH:40][N:39]=4)=[O:37])=[CH:26][C:27]([C:29]4[C:30]([CH3:35])=[N:31][O:32][C:33]=4[CH3:34])=[CH:28][C:22]=3[N:21]=2)[CH2:19][CH2:18]1, predict the reaction product. The product is: [CH:17]1([C:20]2[NH:21][C:22]3[CH:28]=[C:27]([C:29]4[C:30]([CH3:35])=[N:31][O:32][C:33]=4[CH3:34])[CH:26]=[C:25]([C:36]([OH:37])([C:38]4[CH:43]=[CH:42][CH:41]=[CH:40][N:39]=4)[CH:6]4[CH:5]5[CH2:4][CH:3]([CH2:2][CH2:1]5)[C:7]4=[O:8])[C:23]=3[N:24]=2)[CH2:18][CH2:19]1. (3) Given the reactants [NH2:1][C:2]1[C:11]2[N:12]=[C:13]([CH2:19][O:20][CH2:21][CH3:22])[N:14]([CH2:15][CH:16]([CH3:18])[CH3:17])[C:10]=2[C:9]2[CH:8]=[CH:7][C:6]([OH:23])=[CH:5][C:4]=2[N:3]=1.[CH3:24][C:25]1[CH:26]=[C:27]([CH:30]=[CH:31][CH:32]=1)[CH2:28]Br.C(=O)([O-])[O-].[Cs+].[Cs+].CN1CCCC1=O, predict the reaction product. The product is: [CH2:21]([O:20][CH2:19][C:13]1[N:14]([CH2:15][CH:16]([CH3:17])[CH3:18])[C:10]2[C:9]3[CH:8]=[CH:7][C:6]([O:23][CH2:24][C:25]4[CH:32]=[CH:31][CH:30]=[C:27]([CH3:28])[CH:26]=4)=[CH:5][C:4]=3[N:3]=[C:2]([NH2:1])[C:11]=2[N:12]=1)[CH3:22]. (4) Given the reactants C(OC([N:8]1[C:16]2[C:11](=[CH:12][C:13]([F:17])=[CH:14][CH:15]=2)[C:10](Br)=[N:9]1)=O)(C)(C)C.[C:19](C1C2C(=CN=C(C)C=2)N(CC(OC(C)(C)C)=O)N=1)#[N:20], predict the reaction product. The product is: [F:17][C:13]1[CH:12]=[C:11]2[C:16](=[CH:15][CH:14]=1)[NH:8][N:9]=[C:10]2[C:19]#[N:20]. (5) Given the reactants [C:1]1([C:14]2[CH:19]=[CH:18][CH:17]=[CH:16][CH:15]=2)[CH:6]=[CH:5][C:4]([NH:7][C:8](=[O:13])[CH2:9][C:10]([OH:12])=O)=[CH:3][CH:2]=1.CCN(C(C)C)C(C)C.[CH:29]1[CH:30]=[CH:31]C2N(O)N=[N:35][C:33]=2[CH:34]=1.CCN=C=NCCCN(C)C.Cl.Cl.[N+:52]([C:55]1[CH:67]=[CH:66][CH:65]=[CH:64][C:56]=1[O:57]N1CCCCC1)([O-:54])=[O:53], predict the reaction product. The product is: [C:1]1([C:14]2[CH:19]=[CH:18][CH:17]=[CH:16][CH:15]=2)[CH:2]=[CH:3][C:4]([NH:7][C:8](=[O:13])[CH2:9][C:10]([N:35]2[CH2:31][CH2:30][CH:29]([O:57][C:56]3[CH:64]=[CH:65][CH:66]=[CH:67][C:55]=3[N+:52]([O-:54])=[O:53])[CH2:34][CH2:33]2)=[O:12])=[CH:5][CH:6]=1. (6) The product is: [CH:22]1([NH:29][C:2]2[CH:12]=[CH:11][C:5]([C:6]([O:8][CH2:9][CH3:10])=[O:7])=[CH:4][C:3]=2[N+:13]([O-:15])=[O:14])[CH2:28][CH2:27][CH2:26][CH2:25][CH2:24][CH2:23]1. Given the reactants Cl[C:2]1[CH:12]=[CH:11][C:5]([C:6]([O:8][CH2:9][CH3:10])=[O:7])=[CH:4][C:3]=1[N+:13]([O-:15])=[O:14].C([O-])([O-])=O.[K+].[K+].[CH:22]1([NH2:29])[CH2:28][CH2:27][CH2:26][CH2:25][CH2:24][CH2:23]1, predict the reaction product. (7) The product is: [Cl:1][CH2:2][C@H:3]1[C:11]2[C:10]3[CH:12]=[CH:13][CH:14]=[CH:15][C:9]=3[C:8]([N:90]=[C:89]([C:83]3[CH:88]=[CH:87][CH:86]=[CH:85][CH:84]=3)[C:91]3[CH:96]=[CH:95][CH:94]=[CH:93][CH:92]=3)=[CH:7][C:6]=2[N:5]([C:24]([O:26][C:27]([CH3:30])([CH3:29])[CH3:28])=[O:25])[CH2:4]1. Given the reactants [Cl:1][CH2:2][C@H:3]1[C:11]2[C:10]3[CH:12]=[CH:13][CH:14]=[CH:15][C:9]=3[C:8](OS(C(F)(F)F)(=O)=O)=[CH:7][C:6]=2[N:5]([C:24]([O:26][C:27]([CH3:30])([CH3:29])[CH3:28])=[O:25])[CH2:4]1.C([O-])([O-])=O.[Cs+].[Cs+].C1C=CC(P(C2C(C3C(P(C4C=CC=CC=4)C4C=CC=CC=4)=CC=C4C=3C=CC=C4)=C3C(C=CC=C3)=CC=2)C2C=CC=CC=2)=CC=1.[C:83]1([C:89]([C:91]2[CH:96]=[CH:95][CH:94]=[CH:93][CH:92]=2)=[NH:90])[CH:88]=[CH:87][CH:86]=[CH:85][CH:84]=1, predict the reaction product.